From a dataset of Peptide-MHC class II binding affinity with 134,281 pairs from IEDB. Regression. Given a peptide amino acid sequence and an MHC pseudo amino acid sequence, predict their binding affinity value. This is MHC class II binding data. The peptide sequence is GELQIVDKIDKAFKI. The MHC is DRB1_0404 with pseudo-sequence DRB1_0404. The binding affinity (normalized) is 0.434.